This data is from Reaction yield outcomes from USPTO patents with 853,638 reactions. The task is: Predict the reaction yield, written as a fraction of the theoretical maximum amount of product (1.0 means a 100% yield; for example, 0.34 means a 34% yield). (1) The reactants are [Cl:1][C:2]1[CH:3]=[C:4]([C:8]2[N:9]=[C:10]([N:16]3[C:20]4[CH:21]=[C:22]([O:27][CH3:28])[C:23]([O:25][CH3:26])=[CH:24][C:19]=4[N:18]=[CH:17]3)[S:11][C:12]=2[C:13](O)=[O:14])[CH:5]=[CH:6][CH:7]=1.[CH3:29][O:30][C:31]1[CH:36]=[CH:35][CH:34]=[C:33]([NH2:37])[CH:32]=1. No catalyst specified. The product is [CH3:29][O:30][C:31]1[CH:32]=[C:33]([NH:37][C:13]([C:12]2[S:11][C:10]([N:16]3[C:20]4[CH:21]=[C:22]([O:27][CH3:28])[C:23]([O:25][CH3:26])=[CH:24][C:19]=4[N:18]=[CH:17]3)=[N:9][C:8]=2[C:4]2[CH:5]=[CH:6][CH:7]=[C:2]([Cl:1])[CH:3]=2)=[O:14])[CH:34]=[CH:35][CH:36]=1. The yield is 0.866. (2) The product is [N:15]([CH2:2][CH2:3][CH2:4][CH2:5][CH2:6][CH2:7][CH2:8][CH2:9][CH2:10][CH2:11][CH2:12][CH2:13][OH:14])=[N+:16]=[N-:17]. The reactants are Br[CH2:2][CH2:3][CH2:4][CH2:5][CH2:6][CH2:7][CH2:8][CH2:9][CH2:10][CH2:11][CH2:12][CH2:13][OH:14].[N-:15]=[N+:16]=[N-:17].[Na+].C(=O)(O)[O-].[Na+]. The yield is 0.920. The catalyst is C(O)(C)(C)C.[I-].C([N+](CCCC)(CCCC)CCCC)CCC. (3) The reactants are [CH3:1][O:2][C:3]1[C:10]([CH3:11])=[C:9]([O:12]C2CCCCO2)[CH:8]=[CH:7][C:4]=1[CH:5]=[O:6].Cl. The catalyst is C(O)C. The product is [OH:12][C:9]1[CH:8]=[CH:7][C:4]([CH:5]=[O:6])=[C:3]([O:2][CH3:1])[C:10]=1[CH3:11]. The yield is 0.720. (4) The yield is 0.640. The product is [CH:29]1([C:32]([NH:21][CH2:20][C:17]2[CH:18]=[CH:19][C:14]([C:13]([NH:12][C:10]3[S:11][C:7]4[C:6]([N:23]5[CH2:28][CH2:27][O:26][CH2:25][CH2:24]5)=[CH:5][CH:4]=[C:3]([O:2][CH3:1])[C:8]=4[N:9]=3)=[O:22])=[CH:15][CH:16]=2)=[O:33])[CH2:31][CH2:30]1. The reactants are [CH3:1][O:2][C:3]1[C:8]2[N:9]=[C:10]([NH:12][C:13](=[O:22])[C:14]3[CH:19]=[CH:18][C:17]([CH2:20][NH2:21])=[CH:16][CH:15]=3)[S:11][C:7]=2[C:6]([N:23]2[CH2:28][CH2:27][O:26][CH2:25][CH2:24]2)=[CH:5][CH:4]=1.[CH:29]1([C:32](Cl)=[O:33])[CH2:31][CH2:30]1. No catalyst specified. (5) The reactants are [Cl:1][C:2]1[C:7]([F:8])=[CH:6][CH:5]=[CH:4][C:3]=1[C@:9]1([CH3:28])[CH2:14][C@@H:13]([C:15]([F:18])([F:17])[F:16])[O:12][C:11]([NH:19]C(=O)C2C=CC=CC=2)=[N:10]1.CO.C1CCN2C(=NCCC2)CC1. The catalyst is CCOC(C)=O.CCCCCC. The product is [Cl:1][C:2]1[C:7]([F:8])=[CH:6][CH:5]=[CH:4][C:3]=1[C@:9]1([CH3:28])[CH2:14][C@@H:13]([C:15]([F:18])([F:16])[F:17])[O:12][C:11]([NH2:19])=[N:10]1. The yield is 0.820. (6) The reactants are [F:1][C:2]1[CH:10]=[CH:9][C:8]([F:11])=[CH:7][C:3]=1[C:4](Cl)=[O:5].[CH2:12]([NH:15][CH2:16][C:17]1[N:21]([CH2:22][CH2:23][CH3:24])[C:20]2[CH:25]=[CH:26][C:27]([CH2:29][O:30][Si:31]([CH3:37])([CH3:36])[C:32]([CH3:35])([CH3:34])[CH3:33])=[CH:28][C:19]=2[N:18]=1)[CH2:13][CH3:14]. The catalyst is ClCCl. The product is [F:1][C:2]1[CH:10]=[CH:9][C:8]([F:11])=[CH:7][C:3]=1[C:4]([N:15]([CH2:12][CH2:13][CH3:14])[CH2:16][C:17]1[N:21]([CH2:22][CH2:23][CH3:24])[C:20]2[CH:25]=[CH:26][C:27]([CH2:29][O:30][Si:31]([CH3:36])([CH3:37])[C:32]([CH3:34])([CH3:33])[CH3:35])=[CH:28][C:19]=2[N:18]=1)=[O:5]. The yield is 0.740. (7) The product is [CH3:1][O:2][C:3]([C:5]1[S:6][C:7]([C:26]#[C:27][C:28]([CH3:30])([CH3:29])[CH3:31])=[CH:8][C:9]=1[N:10]1[CH:15]([CH:16]2[CH2:17][CH2:18][CH2:19][CH2:20][CH2:21]2)[CH2:14][CH2:13][C@@H:12]([CH2:22][CH2:23][OH:36])[C:11]1=[O:25])=[O:4]. The yield is 0.600. The catalyst is CC(C)=O.O=[Os](=O)(=O)=O. The reactants are [CH3:1][O:2][C:3]([C:5]1[S:6][C:7]([C:26]#[C:27][C:28]([CH3:31])([CH3:30])[CH3:29])=[CH:8][C:9]=1[N:10]1[CH:15]([CH:16]2[CH2:21][CH2:20][CH2:19][CH2:18][CH2:17]2)[CH2:14][CH2:13][C@@H:12]([CH2:22][CH:23]=C)[C:11]1=[O:25])=[O:4].C[N+]1([O-])CC[O:36]CC1.O. (8) The reactants are [Cl:1][C:2]1[CH:3]=[C:4]([N:9]2[C:17](=[O:18])[C:16]3[C@@H:15]4[C:19]([CH3:21])([CH3:20])[C@@:12]([CH3:22])([CH2:13][CH2:14]4)[C:11]=3[NH:10]2)[CH:5]=[C:6]([Cl:8])[CH:7]=1.I[CH2:24][CH3:25].CCOCC. The catalyst is CN(C)C=O. The product is [Cl:1][C:2]1[CH:3]=[C:4]([N:9]2[C:17](=[O:18])[C:16]3[C@@H:15]4[C:19]([CH3:21])([CH3:20])[C@@:12]([CH3:22])([CH2:13][CH2:14]4)[C:11]=3[N:10]2[CH2:24][CH3:25])[CH:5]=[C:6]([Cl:8])[CH:7]=1. The yield is 0.0700. (9) The yield is 0.950. The catalyst is CN(C=O)C.CCOC(C)=O. The reactants are [Br:1][C:2]1[CH:17]=[CH:16][C:5]([C:6]([NH:8][C:9]2[CH:14]=[CH:13][C:12]([OH:15])=[CH:11][CH:10]=2)=[O:7])=[CH:4][CH:3]=1.N1C=CN=C1.[CH3:23][C:24]([Si:27](Cl)([CH3:29])[CH3:28])([CH3:26])[CH3:25]. The product is [Br:1][C:2]1[CH:17]=[CH:16][C:5]([C:6]([NH:8][C:9]2[CH:14]=[CH:13][C:12]([O:15][Si:27]([C:24]([CH3:26])([CH3:25])[CH3:23])([CH3:29])[CH3:28])=[CH:11][CH:10]=2)=[O:7])=[CH:4][CH:3]=1. (10) The catalyst is C(Cl)Cl. The product is [F:21][C:22]1[CH:23]=[C:24]([NH:29][CH:30]([C:32]2[CH:33]=[C:34]([C:49]([N:61]3[CH2:66][CH2:65][O:64][CH2:63][CH2:62]3)=[O:50])[CH:35]=[C:36]3[C:41]=2[O:40][C:39]([N:42]2[CH2:47][CH2:46][O:45][CH2:44][CH2:43]2)=[CH:38][C:37]3=[O:48])[CH3:31])[CH:25]=[C:26]([F:28])[CH:27]=1. The yield is 0.900. The reactants are [B-](F)(F)(F)F.CN(C(ON1C(=O)CCC1=O)=[N+](C)C)C.[F:21][C:22]1[CH:23]=[C:24]([NH:29][CH:30]([C:32]2[CH:33]=[C:34]([C:49](O)=[O:50])[CH:35]=[C:36]3[C:41]=2[O:40][C:39]([N:42]2[CH2:47][CH2:46][O:45][CH2:44][CH2:43]2)=[CH:38][C:37]3=[O:48])[CH3:31])[CH:25]=[C:26]([F:28])[CH:27]=1.CCN(C(C)C)C(C)C.[NH:61]1[CH2:66][CH2:65][O:64][CH2:63][CH2:62]1.